From a dataset of Catalyst prediction with 721,799 reactions and 888 catalyst types from USPTO. Predict which catalyst facilitates the given reaction. Reactant: [OH:1][C:2]1[C:3]([O:15][CH3:16])=[CH:4][C:5]([N+:12]([O-])=O)=[C:6]([CH:11]=1)[C:7]([O:9][CH3:10])=[O:8].[H][H]. Product: [NH2:12][C:5]1[CH:4]=[C:3]([O:15][CH3:16])[C:2]([OH:1])=[CH:11][C:6]=1[C:7]([O:9][CH3:10])=[O:8]. The catalyst class is: 99.